This data is from Merck oncology drug combination screen with 23,052 pairs across 39 cell lines. The task is: Regression. Given two drug SMILES strings and cell line genomic features, predict the synergy score measuring deviation from expected non-interaction effect. (1) Synergy scores: synergy=-17.2. Drug 2: O=C(CCCCCCC(=O)Nc1ccccc1)NO. Cell line: OVCAR3. Drug 1: CCC1(O)CC2CN(CCc3c([nH]c4ccccc34)C(C(=O)OC)(c3cc4c(cc3OC)N(C)C3C(O)(C(=O)OC)C(OC(C)=O)C5(CC)C=CCN6CCC43C65)C2)C1. (2) Drug 1: NC1(c2ccc(-c3nc4ccn5c(=O)[nH]nc5c4cc3-c3ccccc3)cc2)CCC1. Drug 2: CCc1cnn2c(NCc3ccc[n+]([O-])c3)cc(N3CCCCC3CCO)nc12. Cell line: OCUBM. Synergy scores: synergy=-10.9. (3) Drug 1: COC1=C2CC(C)CC(OC)C(O)C(C)C=C(C)C(OC(N)=O)C(OC)C=CC=C(C)C(=O)NC(=CC1=O)C2=O. Drug 2: CCC1(O)C(=O)OCc2c1cc1n(c2=O)Cc2cc3c(CN(C)C)c(O)ccc3nc2-1. Cell line: SW837. Synergy scores: synergy=13.6. (4) Drug 1: O=C(CCCCCCC(=O)Nc1ccccc1)NO. Drug 2: Nc1ccn(C2OC(CO)C(O)C2(F)F)c(=O)n1. Cell line: A2058. Synergy scores: synergy=-9.45. (5) Drug 1: Nc1ccn(C2OC(CO)C(O)C2(F)F)c(=O)n1. Drug 2: O=C(O)C1(Cc2cccc(Nc3nccs3)n2)CCC(Oc2cccc(Cl)c2F)CC1. Cell line: PA1. Synergy scores: synergy=-8.87.